The task is: Predict the reactants needed to synthesize the given product.. This data is from Full USPTO retrosynthesis dataset with 1.9M reactions from patents (1976-2016). Given the product [Cl:38][C:2]1[CH:6]=[C:5]([C:7]([OH:9])=[O:8])[N:4]([C:10]2[C:15]([Cl:16])=[CH:14][CH:13]=[CH:12][N:11]=2)[N:3]=1, predict the reactants needed to synthesize it. The reactants are: Br[C:2]1[CH:6]=[C:5]([C:7]([OH:9])=[O:8])[N:4]([C:10]2[C:15]([Cl:16])=[CH:14][CH:13]=[CH:12][N:11]=2)[N:3]=1.BrC1C=C(C(NC2C(C(NC(C)C)=O)=CC([Cl:38])=CC=2C)=O)N(C2C(Cl)=CC=CN=2)N=1.BrC1C=C(C(NC2C(C(NC)=O)=CC(Cl)=CC=2C)=O)N(C2C(Cl)=CC=CN=2)N=1.